Dataset: Full USPTO retrosynthesis dataset with 1.9M reactions from patents (1976-2016). Task: Predict the reactants needed to synthesize the given product. (1) Given the product [Br:9][C:10]1[CH:11]=[N:12][CH:13]=[C:14]([O:7][CH3:6])[CH:15]=1, predict the reactants needed to synthesize it. The reactants are: [Na].CO.CN(C)[CH:6]=[O:7].[Br:9][C:10]1[CH:11]=[N:12][CH:13]=[C:14](Br)[CH:15]=1. (2) Given the product [Cl:24][C:20]1[CH:19]=[C:18]([C:16]2[N:17]=[C:13]3[CH2:12][NH:11][C:26](=[O:28])[CH2:25][N:14]3[CH:15]=2)[CH:23]=[CH:22][CH:21]=1, predict the reactants needed to synthesize it. The reactants are: C(OC([NH:11][CH2:12][C:13]1[N:14]([CH2:25][C:26]([O:28]CC)=O)[CH:15]=[C:16]([C:18]2[CH:23]=[CH:22][CH:21]=[C:20]([Cl:24])[CH:19]=2)[N:17]=1)=O)C1C=CC=CC=1. (3) Given the product [F:1][C:2]([F:32])([F:31])[C:3]1[C:12]([O:13][C@H:14]2[CH2:19][CH2:18][C@@H:17]([C:20]([F:23])([F:22])[F:21])[CH2:16][CH2:15]2)=[CH:11][CH:10]=[C:9]2[C:4]=1[CH:5]=[CH:6][C:7]([CH:24]([N:41]1[CH:33]3[CH2:40][CH2:39][CH2:38][CH:37]1[CH2:36][CH:35]([C:42]#[N:43])[CH2:34]3)[CH3:25])=[CH:8]2, predict the reactants needed to synthesize it. The reactants are: [F:1][C:2]([F:32])([F:31])[C:3]1[C:12]([O:13][CH:14]2[CH2:19][CH2:18][CH:17]([C:20]([F:23])([F:22])[F:21])[CH2:16][CH2:15]2)=[CH:11][CH:10]=[C:9]2[C:4]=1[CH:5]=[CH:6][C:7]([CH:24](OS(C)(=O)=O)[CH3:25])=[CH:8]2.[CH:33]12[NH:41][CH:37]([CH2:38][CH2:39][CH2:40]1)[CH2:36][CH:35]([C:42]#[N:43])[CH2:34]2.C(=O)([O-])[O-].[Cs+].[Cs+].